Dataset: Full USPTO retrosynthesis dataset with 1.9M reactions from patents (1976-2016). Task: Predict the reactants needed to synthesize the given product. (1) Given the product [NH:1]1[C:5]2=[N:6][CH:7]=[CH:8][CH:9]=[C:4]2[C:3]([C:10]2[CH:11]=[C:12]([CH:24]=[CH:25][CH:26]=2)[CH2:13][NH:14][C:15]2[N:23]=[CH:22][CH:21]=[CH:20][C:16]=2[C:17]([NH:41][CH2:40][C:39]2[CH:42]=[CH:43][C:44]([F:45])=[C:37]([F:36])[CH:38]=2)=[O:19])=[CH:2]1, predict the reactants needed to synthesize it. The reactants are: [NH:1]1[C:5]2=[N:6][CH:7]=[CH:8][CH:9]=[C:4]2[C:3]([C:10]2[CH:11]=[C:12]([CH:24]=[CH:25][CH:26]=2)[CH2:13][NH:14][C:15]2[N:23]=[CH:22][CH:21]=[CH:20][C:16]=2[C:17]([OH:19])=O)=[CH:2]1.CCN(C(C)C)C(C)C.[F:36][C:37]1[CH:38]=[C:39]([CH:42]=[CH:43][C:44]=1[F:45])[CH2:40][NH2:41].CN(C(ON1N=NC2C=CC=NC1=2)=[N+](C)C)C.F[P-](F)(F)(F)(F)F. (2) Given the product [CH2:1]([O:3][C:4]([C:6]1([CH2:19][CH2:20][NH:29][C:28]2[C:23]([CH3:22])=[N:24][C:25]([N:30]3[CH2:34][CH2:33][C@@H:32]([N:35]4[CH2:39][CH2:38][CH2:37][C@@H:36]4[CH3:40])[CH2:31]3)=[CH:26][CH:27]=2)[CH2:7][CH2:8][N:9]([C:12]([O:14][C:15]([CH3:16])([CH3:17])[CH3:18])=[O:13])[CH2:10][CH2:11]1)=[O:5])[CH3:2], predict the reactants needed to synthesize it. The reactants are: [CH2:1]([O:3][C:4]([C:6]1([CH2:19][CH:20]=O)[CH2:11][CH2:10][N:9]([C:12]([O:14][C:15]([CH3:18])([CH3:17])[CH3:16])=[O:13])[CH2:8][CH2:7]1)=[O:5])[CH3:2].[CH3:22][C:23]1[C:28]([NH2:29])=[CH:27][CH:26]=[C:25]([N:30]2[CH2:34][CH2:33][C@@H:32]([N:35]3[CH2:39][CH2:38][CH2:37][C@@H:36]3[CH3:40])[CH2:31]2)[N:24]=1.